Dataset: Full USPTO retrosynthesis dataset with 1.9M reactions from patents (1976-2016). Task: Predict the reactants needed to synthesize the given product. Given the product [F:12][C:13]([F:24])([F:25])[O:14][C:15]1[CH:20]=[CH:19][C:18]([C:2]2[S:6][C:5]([CH:7]=[CH:8][C:9]([OH:11])=[O:10])=[CH:4][CH:3]=2)=[CH:17][CH:16]=1, predict the reactants needed to synthesize it. The reactants are: Br[C:2]1[S:6][C:5]([CH:7]=[CH:8][C:9]([OH:11])=[O:10])=[CH:4][CH:3]=1.[F:12][C:13]([F:25])([F:24])[O:14][C:15]1[CH:20]=[CH:19][C:18](B(O)O)=[CH:17][CH:16]=1.C(=O)([O-])[O-].[Na+].[Na+].